This data is from Forward reaction prediction with 1.9M reactions from USPTO patents (1976-2016). The task is: Predict the product of the given reaction. (1) Given the reactants COC(NC(C1COC1)C(O)=O)=O.[CH2:14]([O:21][C:22]([NH:24][C:25](=[C:30]1[CH2:33][O:32][CH2:31]1)[C:26]([O:28][CH3:29])=[O:27])=[O:23])C1C=CC=CC=1.C(OC(OC)=O)(OC)=O.[H][H], predict the reaction product. The product is: [CH3:14][O:21][C:22]([NH:24][CH:25]([CH:30]1[CH2:33][O:32][CH2:31]1)[C:26]([O:28][CH3:29])=[O:27])=[O:23]. (2) Given the reactants [CH3:1][C:2]1[C:3]([C:11]2[CH:16]=[CH:15][C:14]([C:17]([F:20])([F:19])[F:18])=[CH:13][CH:12]=2)=[N:4][CH:5]=[C:6]([N+:8]([O-])=O)[CH:7]=1.[H][H], predict the reaction product. The product is: [CH3:1][C:2]1[CH:7]=[C:6]([NH2:8])[CH:5]=[N:4][C:3]=1[C:11]1[CH:12]=[CH:13][C:14]([C:17]([F:20])([F:18])[F:19])=[CH:15][CH:16]=1. (3) Given the reactants Cl[C:2]1[C:11]([CH:12]=[O:13])=[CH:10][C:9]2[C:4](=[CH:5][C:6]([O:14][CH3:15])=[CH:7][CH:8]=2)[N:3]=1.C([Sn](CCCC)(CCCC)[C:21]1[S:22][CH:23]=[CH:24][N:25]=1)CCC.CN(C=O)C.[F-].[K+], predict the reaction product. The product is: [CH3:15][O:14][C:6]1[CH:5]=[C:4]2[C:9]([CH:10]=[C:11]([CH:12]=[O:13])[C:2]([C:21]3[S:22][CH:23]=[CH:24][N:25]=3)=[N:3]2)=[CH:8][CH:7]=1. (4) Given the reactants [CH3:1][O:2][C:3]1[N:8]=[CH:7][C:6]([C:9]#[C:10][C:11]2[CH2:12][CH2:13][N:14](C(OC(C)(C)C)=O)[CH2:15][CH:16]=2)=[CH:5][N:4]=1.[ClH:24], predict the reaction product. The product is: [ClH:24].[CH3:1][O:2][C:3]1[N:4]=[CH:5][C:6]([C:9]#[C:10][C:11]2[CH2:12][CH2:13][NH:14][CH2:15][CH:16]=2)=[CH:7][N:8]=1. (5) Given the reactants [C:1]([O:9][CH2:10][CH3:11])(=[O:8])[CH2:2][C:3]([O:5]CC)=O.[H-].[Na+].[H][H].[CH2:16]([N:23]1[C:29](=O)[O:28]C(=O)[C:25]2=[CH:31][CH:32]=[CH:33][CH:34]=[C:24]12)[C:17]1[CH:22]=[CH:21][CH:20]=[CH:19][CH:18]=1, predict the reaction product. The product is: [CH2:16]([N:23]1[C:24]2[C:25](=[CH:31][CH:32]=[CH:33][CH:34]=2)[C:3]([OH:5])=[C:2]([C:1]([O:9][CH2:10][CH3:11])=[O:8])[C:29]1=[O:28])[C:17]1[CH:18]=[CH:19][CH:20]=[CH:21][CH:22]=1. (6) The product is: [I:1][C:2]1[C:10]([CH3:11])=[CH:9][CH:8]=[CH:7][C:3]=1[C:4]([NH2:14])=[O:5]. Given the reactants [I:1][C:2]1[C:10]([CH3:11])=[CH:9][CH:8]=[CH:7][C:3]=1[C:4](O)=[O:5].CC[N:14]=C=NCCCN(C)C.Cl.C1C=CC2N(O)N=NC=2C=1.CCN(C(C)C)C(C)C.[Cl-].[NH4+], predict the reaction product. (7) Given the reactants [C:1]([NH:4][C:5]1[CH:6]=[C:7]([OH:16])[C:8](=[CH:13][C:14]=1[Br:15])[C:9]([O:11][CH3:12])=[O:10])(=[O:3])[CH3:2].[I:17](Cl)(=O)=O.I(Cl)(=O)=O.C([N+](C)(C)C)C1C=CC=CC=1.C(=O)(O)[O-].[Na+], predict the reaction product. The product is: [C:1]([NH:4][C:5]1[C:6]([I:17])=[C:7]([OH:16])[C:8](=[CH:13][C:14]=1[Br:15])[C:9]([O:11][CH3:12])=[O:10])(=[O:3])[CH3:2].